From a dataset of Forward reaction prediction with 1.9M reactions from USPTO patents (1976-2016). Predict the product of the given reaction. (1) Given the reactants [CH:1]1([C:4]2[O:8][N:7]=[C:6]([C:9]3[C:14]([Cl:15])=[CH:13][N:12]=[CH:11][C:10]=3[Cl:16])[C:5]=2[C:17]([O:19]CC)=[O:18])[CH2:3][CH2:2]1.O1CCCC1.[OH-].[Na+].Cl, predict the reaction product. The product is: [CH:1]1([C:4]2[O:8][N:7]=[C:6]([C:9]3[C:14]([Cl:15])=[CH:13][N:12]=[CH:11][C:10]=3[Cl:16])[C:5]=2[C:17]([OH:19])=[O:18])[CH2:2][CH2:3]1. (2) Given the reactants [Cl:1][C:2]1[CH:10]=[C:9]2[C:5]([CH2:6][CH2:7][CH2:8]2)=[C:4]([O:11]C)[CH:3]=1.Br, predict the reaction product. The product is: [Cl:1][C:2]1[CH:3]=[C:4]([OH:11])[C:5]2[CH2:6][CH2:7][CH2:8][C:9]=2[CH:10]=1.